Dataset: NCI-60 drug combinations with 297,098 pairs across 59 cell lines. Task: Regression. Given two drug SMILES strings and cell line genomic features, predict the synergy score measuring deviation from expected non-interaction effect. (1) Drug 1: CS(=O)(=O)C1=CC(=C(C=C1)C(=O)NC2=CC(=C(C=C2)Cl)C3=CC=CC=N3)Cl. Drug 2: C1CCC(C(C1)N)N.C(=O)(C(=O)[O-])[O-].[Pt+4]. Cell line: MDA-MB-435. Synergy scores: CSS=7.39, Synergy_ZIP=2.62, Synergy_Bliss=10.5, Synergy_Loewe=-8.46, Synergy_HSA=3.10. (2) Drug 2: C1CC(=O)NC(=O)C1N2C(=O)C3=CC=CC=C3C2=O. Drug 1: C1=CC(=CC=C1CCC2=CNC3=C2C(=O)NC(=N3)N)C(=O)NC(CCC(=O)O)C(=O)O. Cell line: T-47D. Synergy scores: CSS=2.25, Synergy_ZIP=-2.21, Synergy_Bliss=-1.77, Synergy_Loewe=-1.90, Synergy_HSA=-0.643.